Dataset: Catalyst prediction with 721,799 reactions and 888 catalyst types from USPTO. Task: Predict which catalyst facilitates the given reaction. (1) Reactant: [Br:1][C:2]1[CH:3]=[C:4]([CH:6]=[CH:7][CH:8]=1)[NH2:5].C(N(CC)CC)C.[C:16](O[C:16]([O:18][C:19]([CH3:22])([CH3:21])[CH3:20])=[O:17])([O:18][C:19]([CH3:22])([CH3:21])[CH3:20])=[O:17]. Product: [Br:1][C:2]1[CH:3]=[C:4]([NH:5][C:16](=[O:17])[O:18][C:19]([CH3:22])([CH3:21])[CH3:20])[CH:6]=[CH:7][CH:8]=1. The catalyst class is: 4. (2) The catalyst class is: 12. Product: [C:42]([C:37]1[CH:38]=[C:39]2[C:34](=[C:35]([F:46])[CH:36]=1)[C:33](=[O:47])[N:32]([C:7]1[C:6]([CH2:5][OH:4])=[C:11]([C:12]3[CH:17]=[C:16]([NH:18][C:19]4[CH:24]=[CH:23][C:22]([C:25]([N:26]([CH3:28])[CH3:27])=[O:29])=[CH:21][N:20]=4)[C:15](=[O:30])[N:14]([CH3:31])[N:13]=3)[CH:10]=[CH:9][CH:8]=1)[N:41]=[CH:40]2)([CH3:45])([CH3:43])[CH3:44]. Reactant: C([O:4][CH2:5][C:6]1[C:11]([C:12]2[CH:17]=[C:16]([NH:18][C:19]3[CH:24]=[CH:23][C:22]([C:25](=[O:29])[N:26]([CH3:28])[CH3:27])=[CH:21][N:20]=3)[C:15](=[O:30])[N:14]([CH3:31])[N:13]=2)=[CH:10][CH:9]=[CH:8][C:7]=1[N:32]1[N:41]=[CH:40][C:39]2[C:34](=[C:35]([F:46])[CH:36]=[C:37]([C:42]([CH3:45])([CH3:44])[CH3:43])[CH:38]=2)[C:33]1=[O:47])(=O)C.[Li+].[OH-]. (3) Reactant: [Cl:1][C:2]1[CH:3]=[C:4]([CH:8]=[CH:9][C:10]=1[N:11]1[CH2:15][CH2:14][CH:13]([N:16]([CH3:18])[CH3:17])[CH2:12]1)[C:5]([OH:7])=O.[Cl:19][C:20]1[CH:31]=[CH:30][C:23]2[NH:24][C:25]([C@@H:27]([NH2:29])[CH3:28])=[N:26][C:22]=2[CH:21]=1.CN(C(ON1N=NC2C=CC=CC1=2)=[N+](C)C)C.[B-](F)(F)(F)F. Product: [Cl:1][C:2]1[CH:3]=[C:4]([CH:8]=[CH:9][C:10]=1[N:11]1[CH2:15][CH2:14][CH:13]([N:16]([CH3:18])[CH3:17])[CH2:12]1)[C:5]([NH:29][C@H:27]([C:25]1[NH:24][C:23]2[CH:30]=[CH:31][C:20]([Cl:19])=[CH:21][C:22]=2[N:26]=1)[CH3:28])=[O:7]. The catalyst class is: 3. (4) Reactant: [CH3:1][O:2][C:3]1[CH:4]=[C:5]([CH:9]=[CH:10][CH:11]=1)[C:6](Cl)=[O:7].C[Si](C)(C)[N-][Si](C)(C)C.[Li+].O.[C:23](=[O:26])(O)[O-:24].[Na+]. Product: [CH3:1][O:2][C:3]1[CH:4]=[C:5]([CH:9]=[CH:10][CH:11]=1)[C:6]([CH:10]1[CH2:11][CH:3]=[CH:4][O:24][C:23]1=[O:26])=[O:7]. The catalyst class is: 7. (5) Reactant: O=S(Cl)Cl.[CH2:5]([O:7][C:8](=[O:23])[CH:9]([NH:19][C:20](=[O:22])[CH3:21])[C:10]([C:12]1[CH:17]=[CH:16][CH:15]=[C:14]([F:18])[CH:13]=1)=O)[CH3:6].C([O-])([O-])=O.[K+].[K+]. Product: [CH2:5]([O:7][C:8]([C:9]1[N:19]=[C:20]([CH3:21])[O:22][C:10]=1[C:12]1[CH:17]=[CH:16][CH:15]=[C:14]([F:18])[CH:13]=1)=[O:23])[CH3:6]. The catalyst class is: 22. (6) Product: [CH3:15][N:14]([CH3:16])[C:12]1[C:11]([C:17]#[C:18][C:19]2[CH:24]=[CH:23][CH:22]=[CH:21][CH:20]=2)=[CH:10][C:9]2[NH:25][C:26](=[O:38])[CH2:27][C:28]([C:30]3[CH:31]=[C:32]([CH:33]=[CH:34][CH:35]=3)[C:36]#[N:37])=[N:7][C:8]=2[CH:13]=1. The catalyst class is: 2. Reactant: C(OC(=O)[NH:7][C:8]1[CH:13]=[C:12]([N:14]([CH3:16])[CH3:15])[C:11]([C:17]#[C:18][C:19]2[CH:24]=[CH:23][CH:22]=[CH:21][CH:20]=2)=[CH:10][C:9]=1[NH:25][C:26](=[O:38])[CH2:27][C:28]([C:30]1[CH:35]=[CH:34][CH:33]=[C:32]([C:36]#[N:37])[CH:31]=1)=O)(C)(C)C.C(O)(C(F)(F)F)=O.